Dataset: Retrosynthesis with 50K atom-mapped reactions and 10 reaction types from USPTO. Task: Predict the reactants needed to synthesize the given product. (1) Given the product CC(C)(O)CNc1c2c(nc(OS(=O)(=O)C(F)(F)F)c1[N+](=O)[O-])CCCC2, predict the reactants needed to synthesize it. The reactants are: CC(C)(O)CN.O=[N+]([O-])c1c(OS(=O)(=O)C(F)(F)F)nc2c(c1OS(=O)(=O)C(F)(F)F)CCCC2. (2) The reactants are: CC(C)(C)OC(=O)NC(C(=O)N1CCN2C[C@H](Oc3cnc(C4CC4)cn3)C[C@H]2C1)c1cccc(C(F)(F)F)c1. Given the product NC(C(=O)N1CCN2C[C@H](Oc3cnc(C4CC4)cn3)C[C@H]2C1)c1cccc(C(F)(F)F)c1, predict the reactants needed to synthesize it. (3) The reactants are: CCOC(=O)C1=C(CBr)NC(c2nccs2)=NC1c1ccc(Cl)cc1Cl.O=C(O)CC1CNCCO1. Given the product CCOC(=O)C1=C(CN2CCOC(CC(=O)O)C2)NC(c2nccs2)=NC1c1ccc(Cl)cc1Cl, predict the reactants needed to synthesize it. (4) Given the product CCC1COc2cc([N+](=O)[O-])ccc2N1CC, predict the reactants needed to synthesize it. The reactants are: CC=O.CCC1COc2cc([N+](=O)[O-])ccc2N1.